Dataset: Catalyst prediction with 721,799 reactions and 888 catalyst types from USPTO. Task: Predict which catalyst facilitates the given reaction. Reactant: [CH2:1]([C:5]1[CH:6]=[C:7]([CH:9]=[C:10]([O:12]C)[CH:11]=1)[NH2:8])[CH2:2][CH2:3][CH3:4].B(Br)(Br)Br. Product: [NH2:8][C:7]1[CH:9]=[C:10]([OH:12])[CH:11]=[C:5]([CH2:1][CH2:2][CH2:3][CH3:4])[CH:6]=1. The catalyst class is: 4.